Dataset: Forward reaction prediction with 1.9M reactions from USPTO patents (1976-2016). Task: Predict the product of the given reaction. Given the reactants [NH:1]1[C:5]2=[N:6][CH:7]=[C:8]([NH:10][C:11]3[C:12]4[C:19]5[CH2:20][CH2:21][C@H:22]([C:24]([OH:26])=O)[CH2:23][C:18]=5[S:17][C:13]=4[N:14]=[CH:15][N:16]=3)[CH:9]=[C:4]2[CH:3]=[N:2]1.[CH3:27][NH:28][CH:29]([CH3:31])[CH3:30], predict the reaction product. The product is: [CH3:27][N:28]([CH:29]([CH3:31])[CH3:30])[C:24]([C@H:22]1[CH2:21][CH2:20][C:19]2[C:12]3[C:11]([NH:10][C:8]4[CH:9]=[C:4]5[CH:3]=[N:2][NH:1][C:5]5=[N:6][CH:7]=4)=[N:16][CH:15]=[N:14][C:13]=3[S:17][C:18]=2[CH2:23]1)=[O:26].